This data is from Peptide-MHC class II binding affinity with 134,281 pairs from IEDB. The task is: Regression. Given a peptide amino acid sequence and an MHC pseudo amino acid sequence, predict their binding affinity value. This is MHC class II binding data. (1) The MHC is HLA-DPA10201-DPB10101 with pseudo-sequence HLA-DPA10201-DPB10101. The binding affinity (normalized) is 0.762. The peptide sequence is YITQCFLPVFLAQPP. (2) The peptide sequence is NLDDEKIPTIVKTIQ. The MHC is DRB1_0101 with pseudo-sequence DRB1_0101. The binding affinity (normalized) is 0.373. (3) The peptide sequence is GKEELQEIPTMLKKG. The MHC is DRB1_0901 with pseudo-sequence DRB1_0901. The binding affinity (normalized) is 0.271. (4) The peptide sequence is LYKYKVVKIEPLGVAPTKAK. The MHC is HLA-DPA10301-DPB10402 with pseudo-sequence HLA-DPA10301-DPB10402. The binding affinity (normalized) is 0.784.